Dataset: Full USPTO retrosynthesis dataset with 1.9M reactions from patents (1976-2016). Task: Predict the reactants needed to synthesize the given product. (1) Given the product [NH2:9][C:3]1[N:4]=[CH:5][N:6]=[C:7]([NH:26][CH2:27][CH:28]2[CH2:29][CH2:30][N:31]([C:34](=[O:36])/[CH:48]=[CH:47]/[CH2:46][N:44]3[CH2:45][C:42]([F:52])([F:41])[CH2:43]3)[CH2:32][CH2:33]2)[C:2]=1[C:20]1[CH:21]=[CH:22][C:17]([O:10][C:11]2[CH:16]=[CH:15][CH:14]=[CH:13][CH:12]=2)=[CH:18][CH:19]=1, predict the reactants needed to synthesize it. The reactants are: Cl[C:2]1[C:3]([NH2:9])=[N:4][CH:5]=[N:6][C:7]=1Cl.[O:10]([C:17]1[CH:22]=[CH:21][C:20](B(O)O)=[CH:19][CH:18]=1)[C:11]1[CH:16]=[CH:15][CH:14]=[CH:13][CH:12]=1.[NH2:26][CH2:27][CH:28]1[CH2:33][CH2:32][N:31]([C:34]([O:36]C(C)(C)C)=O)[CH2:30][CH2:29]1.[F:41][C:42]1([F:52])[CH2:45][N:44]([CH2:46]/[CH:47]=[CH:48]/C(O)=O)[CH2:43]1. (2) Given the product [Cl:12][C:5]1[CH:4]=[C:3]([O:13][CH:14]([CH3:16])[CH3:15])[C:2]([NH:1][NH2:17])=[CH:11][C:6]=1[C:7]([O:9][CH3:10])=[O:8], predict the reactants needed to synthesize it. The reactants are: [NH2:1][C:2]1[C:3]([O:13][CH:14]([CH3:16])[CH3:15])=[CH:4][C:5]([Cl:12])=[C:6]([CH:11]=1)[C:7]([O:9][CH3:10])=[O:8].[N:17]([O-])=O.[Na+].[Sn](Cl)Cl. (3) Given the product [O:19]1[CH2:20][CH2:21][N:16]([CH2:15][CH2:14][CH2:13][N:8]2[C:9]3[CH:10]=[CH:11][CH:12]=[C:4]([NH2:1])[C:5]=3[CH:6]=[CH:7]2)[CH2:17][CH2:18]1, predict the reactants needed to synthesize it. The reactants are: [N+:1]([C:4]1[CH:12]=[CH:11][CH:10]=[C:9]2[C:5]=1[CH:6]=[CH:7][N:8]2[CH2:13][CH2:14][CH2:15][N:16]1[CH2:21][CH2:20][O:19][CH2:18][CH2:17]1)([O-])=O. (4) Given the product [Br:1][C:2]1[CH:3]=[C:4]([CH:8]=[CH:9][N:10]=1)[C:5]([NH:53][C:51]1[S:52][C:48]2[C:47]([N:54]([CH3:62])[CH2:55][CH:56]3[CH2:61][CH2:60][O:59][CH2:58][CH2:57]3)=[CH:46][CH:45]=[C:44]([O:43][CH3:42])[C:49]=2[N:50]=1)=[O:7], predict the reactants needed to synthesize it. The reactants are: [Br:1][C:2]1[CH:3]=[C:4]([CH:8]=[CH:9][N:10]=1)[C:5]([OH:7])=O.CN(C(ON1N=NC2C=CC=NC1=2)=[N+](C)C)C.F[P-](F)(F)(F)(F)F.CN1CCOCC1.[CH3:42][O:43][C:44]1[C:49]2[N:50]=[C:51]([NH2:53])[S:52][C:48]=2[C:47]([N:54]([CH3:62])[CH2:55][CH:56]2[CH2:61][CH2:60][O:59][CH2:58][CH2:57]2)=[CH:46][CH:45]=1. (5) Given the product [C:20]([N:23]1[CH2:32][CH2:31][C:30]2[C:25](=[CH:26][CH:27]=[CH:28][C:29]=2[B:37]2[O:38][C:39]([CH3:41])([CH3:40])[C:35]([CH3:51])([CH3:34])[O:36]2)[CH2:24]1)(=[O:22])[CH3:21], predict the reactants needed to synthesize it. The reactants are: C1(P(C2CCCCC2)C2CCCCC2)CCCCC1.[C:20]([N:23]1[CH2:32][CH2:31][C:30]2[C:25](=[CH:26][CH:27]=[CH:28][C:29]=2Cl)[CH2:24]1)(=[O:22])[CH3:21].[CH3:34][C:35]1([CH3:51])[C:39]([CH3:41])([CH3:40])[O:38][B:37]([B:37]2[O:38][C:39]([CH3:41])([CH3:40])[C:35]([CH3:51])([CH3:34])[O:36]2)[O:36]1.C([O-])(=O)C.[K+]. (6) The reactants are: [N:1]1[CH:6]=[CH:5][CH:4]=[CH:3][C:2]=1[C:7]([C:9]1[N:18]=[CH:17][CH:16]=[CH:15][C:10]=1[C:11]([O:13]C)=O)=O.Cl.Cl.[CH2:21]([NH:28][NH2:29])[C:22]1[CH:27]=[CH:26][CH:25]=[CH:24][CH:23]=1.C(N(C(C)C)CC)(C)C.C(O)(=O)C. Given the product [CH2:21]([N:28]1[C:11](=[O:13])[C:10]2[CH:15]=[CH:16][CH:17]=[N:18][C:9]=2[C:7]([C:2]2[CH:3]=[CH:4][CH:5]=[CH:6][N:1]=2)=[N:29]1)[C:22]1[CH:27]=[CH:26][CH:25]=[CH:24][CH:23]=1, predict the reactants needed to synthesize it. (7) Given the product [F:20][C:17]1[CH:18]=[CH:19][C:14]([N:12]2[CH:13]=[C:9]([CH:7]([NH:23][C:24]3[CH:25]=[CH:26][C:27]([C:30]([NH:32][CH2:33][CH2:34][C:35]([OH:37])=[O:36])=[O:31])=[CH:28][CH:29]=3)[CH:1]3[CH2:6][CH2:5][CH2:4][CH2:3][CH2:2]3)[C:10]([CH3:22])=[N:11]2)=[C:15]([CH3:21])[CH:16]=1, predict the reactants needed to synthesize it. The reactants are: [CH:1]1([CH:7]([C:9]2[C:10]([CH3:22])=[N:11][N:12]([C:14]3[CH:19]=[CH:18][C:17]([F:20])=[CH:16][C:15]=3[CH3:21])[CH:13]=2)O)[CH2:6][CH2:5][CH2:4][CH2:3][CH2:2]1.[NH2:23][C:24]1[CH:29]=[CH:28][C:27]([C:30]([NH:32][CH2:33][CH2:34][C:35]([O:37]CC)=[O:36])=[O:31])=[CH:26][CH:25]=1. (8) Given the product [CH3:7][O:6][C:1]1([O:4][CH3:5])[CH2:12][CH2:13][O:8][CH2:9][CH2:10]1, predict the reactants needed to synthesize it. The reactants are: [CH:1]([O:6][CH3:7])([O:4][CH3:5])OC.[O:8]1[CH2:13][CH2:12]C(=O)[CH2:10][CH2:9]1.CC1C=CC(S(O)(=O)=O)=CC=1.C[O-].[Na+].CO. (9) Given the product [Si:48]([O:47][CH2:46][C:75]1[CH:74]=[CH:73][C:72]([C@H:64]([OH:65])[C:66]2[CH:67]=[C:68]([CH:69]=[CH:70][CH:71]=2)[C:84]#[N:85])=[CH:77][CH:76]=1)([C:98]([CH3:104])([CH3:103])[CH3:99])([CH3:49])[CH3:94], predict the reactants needed to synthesize it. The reactants are: C([Zn]CC)C.[C:49]([SiH2:48][O:47][C:46](C)(C)C1C=CC(B2OB(C3C=CC([C:46](C)(C)[O:47][SiH2:48][C:49](C)(C)C)=CC=3)OB(C3C=CC([C:46](C)(C)[O:47][SiH2:48][C:49](C)(C)C)=CC=3)O2)=CC=1)(C)(C)C.N1([C@H](C2C=CC=CC=2)[C:64]([C:72]2[CH:77]=[CH:76][CH:75]=[CH:74][CH:73]=2)([C:66]2[CH:71]=[CH:70][CH:69]=[CH:68][CH:67]=2)[OH:65])CCCCC1.[C:84](C1C=C(C=CC=1)C=O)#[N:85].[C:94](O)(=O)C.[C:98]1([CH3:104])[CH:103]=CC=C[CH:99]=1. (10) Given the product [C:12]([O:11][C:9]([CH:8]1[CH:26]([C:22]2[CH:23]=[CH:24][CH:25]=[C:20]([Cl:19])[C:21]=2[F:38])[C:27]([C:30]2[CH:35]=[CH:34][C:33]([Cl:36])=[CH:32][C:31]=2[F:37])([C:28]#[N:29])[CH:6]([CH2:5][C:4]([C:3]([O:2][CH3:1])=[O:18])([CH3:17])[CH3:16])[NH:7]1)=[O:10])([CH3:13])([CH3:15])[CH3:14], predict the reactants needed to synthesize it. The reactants are: [CH3:1][O:2][C:3](=[O:18])[C:4]([CH3:17])([CH3:16])[CH2:5]/[CH:6]=[N:7]/[CH2:8][C:9]([O:11][C:12]([CH3:15])([CH3:14])[CH3:13])=[O:10].[Cl:19][C:20]1[C:21]([F:38])=[C:22](/[CH:26]=[C:27](/[C:30]2[CH:35]=[CH:34][C:33]([Cl:36])=[CH:32][C:31]=2[F:37])\[C:28]#[N:29])[CH:23]=[CH:24][CH:25]=1.C(N(CC)CC)C.C1CCN2C(=NCCC2)CC1.